Dataset: Catalyst prediction with 721,799 reactions and 888 catalyst types from USPTO. Task: Predict which catalyst facilitates the given reaction. (1) Product: [CH3:1][S:2]([C:3]1[CH:4]=[CH:5][C:6]([N+:9]([O-:11])=[O:10])=[CH:7][CH:8]=1)=[O:17]. Reactant: [CH3:1][S:2][C:3]1[CH:8]=[CH:7][C:6]([N+:9]([O-:11])=[O:10])=[CH:5][CH:4]=1.ClC1C=C(C=CC=1)C(OO)=[O:17]. The catalyst class is: 2. (2) Reactant: [NH:1]1[C:9]2[C:4](=[C:5]([CH:10]([C:14]3[CH:19]=[CH:18][CH:17]=[CH:16][CH:15]=3)[CH2:11][CH2:12][NH2:13])[CH:6]=[CH:7][CH:8]=2)[CH:3]=[CH:2]1.[ClH:20]. Product: [ClH:20].[NH:1]1[C:9]2[C:4](=[C:5]([CH:10]([C:14]3[CH:15]=[CH:16][CH:17]=[CH:18][CH:19]=3)[CH2:11][CH2:12][NH2:13])[CH:6]=[CH:7][CH:8]=2)[CH:3]=[CH:2]1. The catalyst class is: 25.